Dataset: Catalyst prediction with 721,799 reactions and 888 catalyst types from USPTO. Task: Predict which catalyst facilitates the given reaction. (1) Reactant: C1(P(C2C=CC=CC=2)C2C=CC=CC=2)C=CC=CC=1.N(C(OCC)=O)=NC(OCC)=O.O[CH:33]1[CH2:42][CH2:41][CH2:40][C:39]2[C:34]1([CH3:44])[CH2:35][CH2:36][C:37](=[O:43])[CH:38]=2.C1(P([N:59]=[N+:60]=[N-:61])(C2C=CC=CC=2)=O)C=CC=CC=1. Product: [N:59]([CH:33]1[CH2:42][CH2:41][CH2:40][C:39]2[C:34]1([CH3:44])[CH2:35][CH2:36][C:37](=[O:43])[CH:38]=2)=[N+:60]=[N-:61]. The catalyst class is: 1. (2) Reactant: Br[C:2]1[CH:7]=[CH:6][C:5]([N:8]2[CH2:13][CH2:12][O:11][CH2:10][CH2:9]2)=[CH:4][CH:3]=1.[CH:14]([C:16]1[O:20][C:19](B(O)O)=[CH:18][CH:17]=1)=[O:15].C(=O)([O-])[O-].[Na+].[Na+].COCCOC. The catalyst class is: 97. Product: [N:8]1([C:5]2[CH:6]=[CH:7][C:2]([C:19]3[O:20][C:16]([CH:14]=[O:15])=[CH:17][CH:18]=3)=[CH:3][CH:4]=2)[CH2:13][CH2:12][O:11][CH2:10][CH2:9]1. (3) Reactant: [Cl:1][C:2]1[C:10]2[N:9]=[C:8]([NH:11][C:12]3[C:13]([CH3:19])=[N:14][N:15]([CH3:18])[C:16]=3[CH3:17])[N:7]([CH2:20][CH2:21][CH2:22][CH2:23]O)[C:6]=2[C:5]([CH:25]([CH2:28][CH3:29])[CH2:26][CH3:27])=[CH:4][CH:3]=1.CS(Cl)(=O)=O.O1CCCC1.C(=O)(O)[O-].[Na+].C(=O)([O-])[O-].[K+].[K+]. Product: [Cl:1][C:2]1[C:10]2[N:9]=[C:8]3[N:11]([C:12]4[C:13]([CH3:19])=[N:14][N:15]([CH3:18])[C:16]=4[CH3:17])[CH2:23][CH2:22][CH2:21][CH2:20][N:7]3[C:6]=2[C:5]([CH:25]([CH2:28][CH3:29])[CH2:26][CH3:27])=[CH:4][CH:3]=1. The catalyst class is: 300. (4) Reactant: [CH2:1]([N:5]1[C:9]2([CH2:14][CH2:13][NH:12][CH2:11][CH2:10]2)[C:8](=[O:15])[NH:7][C:6]1=[O:16])[CH2:2][CH2:3][CH3:4].C(=O)([O-])[O-].[K+].[K+].[C:23](OC([O-])=O)([O:25][C:26]([CH3:29])([CH3:28])[CH3:27])=[O:24]. Product: [CH2:1]([N:5]1[C:9]2([CH2:14][CH2:13][N:12]([C:23]([O:25][C:26]([CH3:29])([CH3:28])[CH3:27])=[O:24])[CH2:11][CH2:10]2)[C:8](=[O:15])[NH:7][C:6]1=[O:16])[CH2:2][CH2:3][CH3:4]. The catalyst class is: 223. (5) Reactant: [C:1]([C:3]1[CH:4]=[N:5][N:6]([CH2:8][C:9]([N:11]2[CH2:16][CH2:15][CH2:14][C:13]3[N:17]([C:20]4[CH:25]=[CH:24][C:23]([F:26])=[CH:22][CH:21]=4)[N:18]=[CH:19][C:12]2=3)=[O:10])[CH:7]=1)#[N:2].[NH2:27][OH:28].Cl.CCN(CC)CC. Product: [F:26][C:23]1[CH:22]=[CH:21][C:20]([N:17]2[C:13]3[CH2:14][CH2:15][CH2:16][N:11]([C:9](=[O:10])[CH2:8][N:6]4[CH:7]=[C:3]([C:1]([NH2:2])=[N:27][OH:28])[CH:4]=[N:5]4)[C:12]=3[CH:19]=[N:18]2)=[CH:25][CH:24]=1. The catalyst class is: 14. (6) Reactant: [OH-].[Na+].C([N:6]([C:25]1[CH:30]=[CH:29][CH:28]=[CH:27][CH:26]=1)[C:7]([C:9]1[C:10](=[O:24])[N:11]([CH3:23])[C:12]2[C:17]([C:18]=1[O:19][C:20](=[O:22])[CH3:21])=[CH:16][CH:15]=[CH:14][CH:13]=2)=[O:8])(=O)C.Cl. Product: [C:25]1([NH:6][C:7]([C:9]2[C:10](=[O:24])[N:11]([CH3:23])[C:12]3[C:17]([C:18]=2[O:19][C:20](=[O:22])[CH3:21])=[CH:16][CH:15]=[CH:14][CH:13]=3)=[O:8])[CH:26]=[CH:27][CH:28]=[CH:29][CH:30]=1. The catalyst class is: 200. (7) Product: [CH:1]([N:4]1[CH2:5][CH2:6][N:7]([C:10]2[S:11][C:12]3[CH:18]=[C:17]([C:19]([N:50]4[CH2:55][CH2:54][O:53][CH2:52][CH2:51]4)=[O:20])[CH:16]=[CH:15][C:13]=3[N:14]=2)[CH2:8][CH2:9]1)([CH3:2])[CH3:3]. Reactant: [CH:1]([N:4]1[CH2:9][CH2:8][N:7]([C:10]2[S:11][C:12]3[CH:18]=[C:17]([C:19](O)=[O:20])[CH:16]=[CH:15][C:13]=3[N:14]=2)[CH2:6][CH2:5]1)([CH3:3])[CH3:2].C1C=CC2N(O)N=NC=2C=1.CCN=C=NCCCN(C)C.C(N(CC)CC)C.[NH:50]1[CH2:55][CH2:54][O:53][CH2:52][CH2:51]1. The catalyst class is: 1.